Task: Predict the product of the given reaction.. Dataset: Forward reaction prediction with 1.9M reactions from USPTO patents (1976-2016) (1) Given the reactants [BH4-].[Li+].[Br:3][C:4]1[CH:9]=[CH:8][C:7]([N:10]2[C:15]3=[N:16][C:17]4[C:18](=[C:19]([C:24](OC)=[O:25])[CH:20]=[CH:21][C:22]=4[Cl:23])[N:14]3[CH2:13][CH2:12][CH2:11]2)=[C:6]([CH3:28])[CH:5]=1, predict the reaction product. The product is: [Cl:23][C:22]1[C:17]2[N:16]=[C:15]3[N:10]([C:7]4[CH:8]=[CH:9][C:4]([Br:3])=[CH:5][C:6]=4[CH3:28])[CH2:11][CH2:12][CH2:13][N:14]3[C:18]=2[C:19]([CH2:24][OH:25])=[CH:20][CH:21]=1. (2) Given the reactants [CH3:1][N:2]1[CH:6]=[CH:5][N:4]=[C:3]1[C:7]1[S:8][CH:9]=[CH:10][CH:11]=1.C1C(=O)N([I:19])C(=O)C1, predict the reaction product. The product is: [I:19][C:6]1[N:2]([CH3:1])[C:3]([C:7]2[S:8][CH:9]=[CH:10][CH:11]=2)=[N:4][CH:5]=1. (3) The product is: [C:1]([C:5]1[N:6]=[C:7]([N:16]2[CH2:20][CH2:19][C:18]([F:21])([F:22])[CH2:17]2)[C:8]2[N:13]=[N:12][N:11]([CH:14]3[CH2:45][O:46][CH2:15]3)[C:9]=2[N:10]=1)([CH3:2])([CH3:3])[CH3:4]. Given the reactants [C:1]([C:5]1[N:6]=[C:7]([N:16]2[CH2:20][CH2:19][C:18]([F:22])([F:21])[CH2:17]2)[C:8]2[N:13]=[N:12][N:11]([CH2:14][CH3:15])[C:9]=2[N:10]=1)([CH3:4])([CH3:3])[CH3:2].C(C1N=C(N2CCC(F)(F)C2)C2N=NNC=2N=1)(C)(C)C.BrC1C[O:46][CH2:45]1, predict the reaction product. (4) The product is: [C:1]([O:5][C:6]([N:8]1[CH2:13][CH2:12][CH:11]([C:14]2[N:18]=[C:17]([NH:19][C:20]3[CH:25]=[C:24]([O:26][C:27]4[C:28]([CH3:39])=[N:29][CH:30]=[C:31]([C:37]=4[CH3:38])[C:32]([OH:34])=[O:33])[C:23]([Br:40])=[CH:22][N:21]=3)[S:16][N:15]=2)[CH2:10][CH2:9]1)=[O:7])([CH3:4])([CH3:3])[CH3:2]. Given the reactants [C:1]([O:5][C:6]([N:8]1[CH2:13][CH2:12][CH:11]([C:14]2[N:18]=[C:17]([NH:19][C:20]3[CH:25]=[C:24]([O:26][C:27]4[C:28]([CH3:39])=[N:29][CH:30]=[C:31]([C:37]=4[CH3:38])[C:32]([O:34]CC)=[O:33])[C:23]([Br:40])=[CH:22][N:21]=3)[S:16][N:15]=2)[CH2:10][CH2:9]1)=[O:7])([CH3:4])([CH3:3])[CH3:2].[OH-].[Na+], predict the reaction product. (5) Given the reactants C[N:2](C)/[CH:3]=[CH:4]/[C:5]([C:7]1[C:12](=[O:13])[CH:11]=[CH:10][N:9]([C:14]2[CH:19]=[CH:18][CH:17]=[C:16]([S:20]([CH3:23])(=[O:22])=[O:21])[CH:15]=2)[N:8]=1)=O.[NH:25]([C:27]1[CH:28]=[C:29]([CH:32]=[CH:33][CH:34]=1)[C:30]#[N:31])N, predict the reaction product. The product is: [CH3:23][S:20]([C:16]1[CH:15]=[C:14]([N:9]2[CH:10]=[CH:11][C:12](=[O:13])[C:7]([C:5]3[N:25]([C:27]4[CH:28]=[C:29]([CH:32]=[CH:33][CH:34]=4)[C:30]#[N:31])[N:2]=[CH:3][CH:4]=3)=[N:8]2)[CH:19]=[CH:18][CH:17]=1)(=[O:22])=[O:21].